Dataset: Forward reaction prediction with 1.9M reactions from USPTO patents (1976-2016). Task: Predict the product of the given reaction. (1) Given the reactants [CH3:1][O:2][CH2:3][C@@H:4]1[C@@H:10]([C:11]2[CH:16]=[CH:15][C:14]([Cl:17])=[C:13]([Cl:18])[CH:12]=2)[CH2:9][C@H:8]2[NH:19][C@@H:5]1[CH2:6][CH2:7]2.[C:20]([OH:29])(=[O:28])[C@@H:21]([C@H:23]([C:25]([OH:27])=[O:26])[OH:24])[OH:22].C, predict the reaction product. The product is: [CH3:1][O:2][CH2:3][C@@H:4]1[C@@H:10]([C:11]2[CH:16]=[CH:15][C:14]([Cl:17])=[C:13]([Cl:18])[CH:12]=2)[CH2:9][C@H:8]2[NH:19][C@@H:5]1[CH2:6][CH2:7]2.[OH2:22].[C:25]([C@@H:23]([C@H:21]([C:20]([OH:29])=[O:28])[OH:22])[OH:24])([OH:27])=[O:26].[CH3:1][O:2][CH2:3][C@@H:4]1[C@@H:10]([C:11]2[CH:16]=[CH:15][C:14]([Cl:17])=[C:13]([Cl:18])[CH:12]=2)[CH2:9][C@H:8]2[NH:19][C@@H:5]1[CH2:6][CH2:7]2. (2) Given the reactants [C:1]([O:5][C:6]([N:8]1[CH2:13][CH2:12][NH:11][CH2:10][CH2:9]1)=[O:7])([CH3:4])([CH3:3])[CH3:2].[Cl:14][C:15]1[N:16]=[C:17](Cl)[C:18]2[S:23][CH2:22][CH2:21][C:19]=2[N:20]=1, predict the reaction product. The product is: [C:1]([O:5][C:6]([N:8]1[CH2:13][CH2:12][N:11]([C:17]2[C:18]3[S:23][CH2:22][CH2:21][C:19]=3[N:20]=[C:15]([Cl:14])[N:16]=2)[CH2:10][CH2:9]1)=[O:7])([CH3:4])([CH3:2])[CH3:3]. (3) Given the reactants [CH3:1][NH:2][CH2:3][CH2:4][C:5]1[CH:18]=[CH:17][C:8]([O:9][C:10]2[CH:15]=[CH:14][C:13]([OH:16])=[CH:12][CH:11]=2)=[CH:7][CH:6]=1.[CH:19](=O)[C:20]1[CH:25]=[CH:24][CH:23]=[CH:22][CH:21]=1.C(O[BH-](OC(=O)C)OC(=O)C)(=O)C.[Na+], predict the reaction product. The product is: [CH2:19]([N:2]([CH3:1])[CH2:3][CH2:4][C:5]1[CH:6]=[CH:7][C:8]([O:9][C:10]2[CH:15]=[CH:14][C:13]([OH:16])=[CH:12][CH:11]=2)=[CH:17][CH:18]=1)[C:20]1[CH:25]=[CH:24][CH:23]=[CH:22][CH:21]=1.